From a dataset of Full USPTO retrosynthesis dataset with 1.9M reactions from patents (1976-2016). Predict the reactants needed to synthesize the given product. (1) Given the product [CH3:71][O:72][C:2]([C:10]1[CH:58]=[CH:57][C:43]2[CH2:44][C@@H:45]3[C@@H:55]([CH3:56])[C@:41]([CH3:40])([C:42]=2[CH:60]=1)[CH2:48][CH2:47][N:46]3[C:49](=[O:54])[C:50]([F:53])([F:52])[F:51])=[O:74], predict the reactants needed to synthesize it. The reactants are: C[C:2]1([CH3:10])CCCC(C)(C)N1.C1(P(C2C=CC=CC=2)CCCP(C2C=CC=CC=2)C2C=CC=CC=2)C=CC=CC=1.[CH3:40][C@:41]12[C@H:55]([CH3:56])[C@H:45]([N:46]([C:49](=[O:54])[C:50]([F:53])([F:52])[F:51])[CH2:47][CH2:48]1)[CH2:44][C:43]1[CH:57]=[CH:58]C(OS(C(F)(F)F)(=O)=O)=[CH:60][C:42]2=1.CN(C)[CH:71]=[O:72].[OH2:74]. (2) Given the product [CH2:1]([O:4][C:5]([CH:6]1[C:7](=[O:38])[CH:8]([NH:30][C:31]([O:33][C:34]([CH3:35])([CH3:36])[CH3:37])=[O:32])[CH2:9][S:10][CH2:11]1)=[O:39])[CH:2]=[CH2:3], predict the reactants needed to synthesize it. The reactants are: [CH2:1]([O:4][C:5](=[O:39])[CH2:6][C:7](=[O:38])[CH:8]([NH:30][C:31]([O:33][C:34]([CH3:37])([CH3:36])[CH3:35])=[O:32])[CH2:9][S:10][C:11](C1C=CC=CC=1)(C1C=CC=CC=1)C1C=CC=CC=1)[CH:2]=[CH2:3].N1CCCCC1.C=O. (3) The reactants are: [Br:1][C:2]1[C:10]2[N:9]=[C:8](Cl)[N:7]([CH3:12])[C:6]=2[C:5]([N:13]([CH2:17][CH2:18][CH3:19])[CH2:14][CH2:15][CH3:16])=[CH:4][CH:3]=1.[C:20]1([CH3:29])[CH:25]=[C:24]([CH3:26])[CH:23]=[C:22]([CH3:27])[C:21]=1[NH2:28]. Given the product [Br:1][C:2]1[C:10]2[N:9]=[C:8]([NH:28][C:21]3[C:22]([CH3:27])=[CH:23][C:24]([CH3:26])=[CH:25][C:20]=3[CH3:29])[N:7]([CH3:12])[C:6]=2[C:5]([N:13]([CH2:17][CH2:18][CH3:19])[CH2:14][CH2:15][CH3:16])=[CH:4][CH:3]=1, predict the reactants needed to synthesize it. (4) Given the product [CH3:23][O:22][C:19]1[CH:18]=[CH:17][C:16]([C:9]2[C:10](=[O:15])[C:11]([CH3:13])([CH3:14])[O:12][C:8]=2[C:5]2[CH:4]=[CH:3][C:2]([O:1][CH2:31][C:32]3[CH:41]=[CH:40][C:39]4[C:34](=[CH:35][CH:36]=[CH:37][CH:38]=4)[N:33]=3)=[CH:7][CH:6]=2)=[CH:21][CH:20]=1, predict the reactants needed to synthesize it. The reactants are: [OH:1][C:2]1[CH:7]=[CH:6][C:5]([C:8]2[O:12][C:11]([CH3:14])([CH3:13])[C:10](=[O:15])[C:9]=2[C:16]2[CH:21]=[CH:20][C:19]([O:22][CH3:23])=[CH:18][CH:17]=2)=[CH:4][CH:3]=1.C([O-])([O-])=O.[K+].[K+].Cl[CH2:31][C:32]1[CH:41]=[CH:40][C:39]2[C:34](=[CH:35][CH:36]=[CH:37][CH:38]=2)[N:33]=1. (5) The reactants are: [ClH:1].Cl.[NH2:3][CH:4]1[CH2:9][CH2:8][N:7]([CH2:10][C@H:11]2[N:21]3[C:22]4[N:13]([C:14](=[O:24])[CH:15]=[CH:16][C:17]=4[CH:18]=[CH:19][C:20]3=[O:23])[CH2:12]2)[CH2:6][CH2:5]1.C(N(CC)CC)C.[CH:32]1[C:37]2[CH2:38][CH2:39][CH2:40][C:36]=2[CH:35]=[C:34]([CH:41]=O)[N:33]=1.[BH-](OC(C)=O)(OC(C)=O)OC(C)=O.[Na+].C([O-])(O)=O.[Na+]. Given the product [ClH:1].[CH:32]1[C:37]2[CH2:38][CH2:39][CH2:40][C:36]=2[CH:35]=[C:34]([CH2:41][NH:3][CH:4]2[CH2:5][CH2:6][N:7]([CH2:10][C@H:11]3[N:21]4[C:22]5[N:13]([C:14](=[O:24])[CH:15]=[CH:16][C:17]=5[CH:18]=[CH:19][C:20]4=[O:23])[CH2:12]3)[CH2:8][CH2:9]2)[N:33]=1, predict the reactants needed to synthesize it.